Task: Predict the product of the given reaction.. Dataset: Forward reaction prediction with 1.9M reactions from USPTO patents (1976-2016) (1) Given the reactants [NH:1]1[C:9]2[C:4](=[CH:5][CH:6]=[CH:7][CH:8]=2)[C:3]([C:10](=[O:18])[CH2:11][C:12]2[CH:17]=[CH:16][CH:15]=[CH:14][CH:13]=2)=[CH:2]1.[Br-:19].[Br-].[Br-].C1([N+](C)(C)C)C=CC=CC=1.C1([N+](C)(C)C)C=CC=CC=1.C1([N+](C)(C)C)C=CC=CC=1, predict the reaction product. The product is: [Br:19][CH:11]([C:12]1[CH:17]=[CH:16][CH:15]=[CH:14][CH:13]=1)[C:10]([C:3]1[C:4]2[C:9](=[CH:8][CH:7]=[CH:6][CH:5]=2)[NH:1][CH:2]=1)=[O:18]. (2) Given the reactants [CH3:1][O:2][C:3]1[CH:4]=[CH:5][CH:6]=[C:7]2[C:11]=1[NH:10][CH:9]=[CH:8]2.Br[CH2:13][CH2:14][CH2:15][CH3:16], predict the reaction product. The product is: [CH2:13]([N:10]1[C:11]2[C:7](=[CH:6][CH:5]=[CH:4][C:3]=2[O:2][CH3:1])[CH:8]=[CH:9]1)[CH2:14][CH2:15][CH3:16].